From a dataset of NCI-60 drug combinations with 297,098 pairs across 59 cell lines. Regression. Given two drug SMILES strings and cell line genomic features, predict the synergy score measuring deviation from expected non-interaction effect. (1) Drug 1: C1=CC(=CC=C1CCCC(=O)O)N(CCCl)CCCl. Drug 2: CC1=C2C(C(=O)C3(C(CC4C(C3C(C(C2(C)C)(CC1OC(=O)C(C(C5=CC=CC=C5)NC(=O)OC(C)(C)C)O)O)OC(=O)C6=CC=CC=C6)(CO4)OC(=O)C)O)C)O. Cell line: A549. Synergy scores: CSS=42.0, Synergy_ZIP=-7.40, Synergy_Bliss=-5.79, Synergy_Loewe=-8.25, Synergy_HSA=-1.93. (2) Drug 2: CC1=C(C=C(C=C1)C(=O)NC2=CC(=CC(=C2)C(F)(F)F)N3C=C(N=C3)C)NC4=NC=CC(=N4)C5=CN=CC=C5. Synergy scores: CSS=3.65, Synergy_ZIP=-0.245, Synergy_Bliss=1.78, Synergy_Loewe=-0.681, Synergy_HSA=-1.57. Cell line: OVCAR-8. Drug 1: C1CC(=O)NC(=O)C1N2CC3=C(C2=O)C=CC=C3N. (3) Drug 1: CCC1(CC2CC(C3=C(CCN(C2)C1)C4=CC=CC=C4N3)(C5=C(C=C6C(=C5)C78CCN9C7C(C=CC9)(C(C(C8N6C=O)(C(=O)OC)O)OC(=O)C)CC)OC)C(=O)OC)O.OS(=O)(=O)O. Drug 2: CC(C)CN1C=NC2=C1C3=CC=CC=C3N=C2N. Cell line: M14. Synergy scores: CSS=-0.931, Synergy_ZIP=1.80, Synergy_Bliss=2.07, Synergy_Loewe=-2.37, Synergy_HSA=-2.92. (4) Drug 1: C1=CC(=CC=C1CC(C(=O)O)N)N(CCCl)CCCl.Cl. Drug 2: C1CCC(C(C1)N)N.C(=O)(C(=O)[O-])[O-].[Pt+4]. Cell line: OVCAR3. Synergy scores: CSS=13.6, Synergy_ZIP=-4.39, Synergy_Bliss=0.0669, Synergy_Loewe=-2.62, Synergy_HSA=-0.622. (5) Drug 1: CC1=C(C(=O)C2=C(C1=O)N3CC4C(C3(C2COC(=O)N)OC)N4)N. Drug 2: CC1CCCC2(C(O2)CC(NC(=O)CC(C(C(=O)C(C1O)C)(C)C)O)C(=CC3=CSC(=N3)C)C)C. Cell line: SK-MEL-5. Synergy scores: CSS=66.8, Synergy_ZIP=-4.94, Synergy_Bliss=-5.35, Synergy_Loewe=-1.11, Synergy_HSA=1.60. (6) Drug 1: CC1C(C(=O)NC(C(=O)N2CCCC2C(=O)N(CC(=O)N(C(C(=O)O1)C(C)C)C)C)C(C)C)NC(=O)C3=C4C(=C(C=C3)C)OC5=C(C(=O)C(=C(C5=N4)C(=O)NC6C(OC(=O)C(N(C(=O)CN(C(=O)C7CCCN7C(=O)C(NC6=O)C(C)C)C)C)C(C)C)C)N)C. Drug 2: COCCOC1=C(C=C2C(=C1)C(=NC=N2)NC3=CC=CC(=C3)C#C)OCCOC.Cl. Cell line: IGROV1. Synergy scores: CSS=19.6, Synergy_ZIP=-3.39, Synergy_Bliss=-0.337, Synergy_Loewe=1.57, Synergy_HSA=1.77. (7) Drug 1: C1CCC(CC1)NC(=O)N(CCCl)N=O. Drug 2: C1=CC(=CC=C1C#N)C(C2=CC=C(C=C2)C#N)N3C=NC=N3. Cell line: IGROV1. Synergy scores: CSS=17.4, Synergy_ZIP=-8.40, Synergy_Bliss=-8.41, Synergy_Loewe=-6.26, Synergy_HSA=-6.03. (8) Drug 1: CC1=C2C(C(=O)C3(C(CC4C(C3C(C(C2(C)C)(CC1OC(=O)C(C(C5=CC=CC=C5)NC(=O)OC(C)(C)C)O)O)OC(=O)C6=CC=CC=C6)(CO4)OC(=O)C)OC)C)OC. Drug 2: C1=CC(=CC=C1C#N)C(C2=CC=C(C=C2)C#N)N3C=NC=N3. Cell line: MCF7. Synergy scores: CSS=43.9, Synergy_ZIP=6.67, Synergy_Bliss=7.92, Synergy_Loewe=-15.3, Synergy_HSA=8.42. (9) Drug 1: C1=CN(C(=O)N=C1N)C2C(C(C(O2)CO)O)(F)F. Drug 2: CNC(=O)C1=NC=CC(=C1)OC2=CC=C(C=C2)NC(=O)NC3=CC(=C(C=C3)Cl)C(F)(F)F. Cell line: HCT116. Synergy scores: CSS=70.4, Synergy_ZIP=-5.47, Synergy_Bliss=-9.86, Synergy_Loewe=-12.1, Synergy_HSA=-5.34.